This data is from Forward reaction prediction with 1.9M reactions from USPTO patents (1976-2016). The task is: Predict the product of the given reaction. (1) The product is: [C:1]([NH:4][CH2:5][CH2:6][NH:7][C:8]1[N:13]=[C:12]([C:14]2[CH:15]=[CH:16][CH:17]=[CH:18][CH:19]=2)[N:11]=[C:10]([NH:20][C:21](=[O:25])[C:22](=[O:24])[N:40]2[CH2:35][CH2:36][CH2:37][CH2:38][CH2:39]2)[CH:9]=1)(=[O:3])[CH3:2]. Given the reactants [C:1]([NH:4][CH2:5][CH2:6][NH:7][C:8]1[N:13]=[C:12]([C:14]2[CH:19]=[CH:18][CH:17]=[CH:16][CH:15]=2)[N:11]=[C:10]([NH:20][C:21](=[O:25])[C:22]([OH:24])=O)[CH:9]=1)(=[O:3])[CH3:2].CN(C(ON1N=N[C:36]2[CH:37]=[CH:38][CH:39]=[N:40][C:35]1=2)=[N+](C)C)C.F[P-](F)(F)(F)(F)F.C(N(CC)C(C)C)(C)C.N1CCCCC1, predict the reaction product. (2) Given the reactants [CH2:1]([O:3][C:4]([C:6]1[NH:7][C:8]2[C:13]([CH:14]=1)=[CH:12][C:11](B1OC(C)(C)C(C)(C)O1)=[CH:10][CH:9]=2)=[O:5])[CH3:2].Br[C:25]1[CH:30]=[CH:29][C:28]([C:31]([F:34])([F:33])[F:32])=[CH:27][N:26]=1.C(=O)([O-])[O-].[Na+].[Na+].CCO, predict the reaction product. The product is: [CH2:1]([O:3][C:4]([C:6]1[NH:7][C:8]2[C:13]([CH:14]=1)=[CH:12][C:11]([C:25]1[CH:30]=[CH:29][C:28]([C:31]([F:34])([F:33])[F:32])=[CH:27][N:26]=1)=[CH:10][CH:9]=2)=[O:5])[CH3:2]. (3) Given the reactants C[O:2][C:3](=[O:35])[CH2:4][O:5][C:6]1[CH:11]=[C:10]([CH:12]2[CH2:14][CH2:13]2)[C:9]([O:15][CH2:16][C:17]2[S:18][CH:19]=[C:20]([C:22]3[CH:27]=[CH:26][C:25]([C:28]4[CH:33]=[CH:32][CH:31]=[CH:30][CH:29]=4)=[CH:24][CH:23]=3)[N:21]=2)=[CH:8][C:7]=1[CH3:34].C1COCC1.[Li+].[OH-].Cl, predict the reaction product. The product is: [C:25]1([C:28]2[CH:33]=[CH:32][CH:31]=[CH:30][CH:29]=2)[CH:26]=[CH:27][C:22]([C:20]2[N:21]=[C:17]([CH2:16][O:15][C:9]3[C:10]([CH:12]4[CH2:13][CH2:14]4)=[CH:11][C:6]([O:5][CH2:4][C:3]([OH:35])=[O:2])=[C:7]([CH3:34])[CH:8]=3)[S:18][CH:19]=2)=[CH:23][CH:24]=1. (4) Given the reactants [CH3:1][O:2][C:3]1[CH:4]=[C:5]([C:9]2[C:10]([N:18]3[CH2:23][CH2:22][NH:21][CH2:20][CH2:19]3)=[C:11]3[CH:17]=[CH:16][NH:15][C:12]3=[N:13][CH:14]=2)[CH:6]=[CH:7][CH:8]=1.[C:24]([O:28][C:29]([NH:31][C@H:32]([CH2:36][C:37]1[CH:42]=[CH:41][C:40]([Cl:43])=[CH:39][CH:38]=1)[C:33](O)=[O:34])=[O:30])([CH3:27])([CH3:26])[CH3:25].C1C=CC2N(O)N=NC=2C=1.O.CCN=C=NCCCN(C)C.CCN(C(C)C)C(C)C, predict the reaction product. The product is: [Cl:43][C:40]1[CH:41]=[CH:42][C:37]([CH2:36][C@@H:32]([NH:31][C:29](=[O:30])[O:28][C:24]([CH3:26])([CH3:25])[CH3:27])[C:33]([N:21]2[CH2:22][CH2:23][N:18]([C:10]3[C:9]([C:5]4[CH:6]=[CH:7][CH:8]=[C:3]([O:2][CH3:1])[CH:4]=4)=[CH:14][N:13]=[C:12]4[NH:15][CH:16]=[CH:17][C:11]=34)[CH2:19][CH2:20]2)=[O:34])=[CH:38][CH:39]=1. (5) Given the reactants [NH2:1][C:2]1[C:7]([F:8])=[C:6]([Cl:9])[N:5]=[C:4]([C:10]([O:12][CH3:13])=[O:11])[C:3]=1I.[CH2:15]([Sn](CCCC)(CCCC)/C=C/C)[CH2:16][CH2:17]C, predict the reaction product. The product is: [NH2:1][C:2]1[C:7]([F:8])=[C:6]([Cl:9])[N:5]=[C:4]([C:10]([O:12][CH3:13])=[O:11])[C:3]=1/[CH:15]=[CH:16]\[CH3:17]. (6) Given the reactants [CH3:1][O:2][C:3]([C:5]1[CH:10]=[CH:9][C:8]([C:11]2[C:12]([CH3:49])([CH3:48])[C@H:13]3[C@:26]([CH3:29])([CH2:27][CH:28]=2)[C@@H:25]2[C@:16]([CH3:47])([C@@:17]4([CH3:46])[C@H:22]([CH2:23][CH2:24]2)[C@H:21]2[C@H:30]([C:33]([CH3:35])=[CH2:34])[CH2:31][CH2:32][C@:20]2([C:36]([O:38]CC2C=CC=CC=2)=[O:37])[CH2:19][CH2:18]4)[CH2:15][CH2:14]3)=[CH:7][CH:6]=1)=[O:4].C(N(CC)CC)C.[C:57]([SiH:61]([CH3:63])[CH3:62])([CH3:60])([CH3:59])[CH3:58], predict the reaction product. The product is: [CH3:1][O:2][C:3]([C:5]1[CH:10]=[CH:9][C:8]([C:11]2[C:12]([CH3:49])([CH3:48])[C@H:13]3[C@:26]([CH3:29])([CH2:27][CH:28]=2)[C@@H:25]2[C@:16]([CH3:47])([C@@:17]4([CH3:46])[C@H:22]([CH2:23][CH2:24]2)[C@H:21]2[C@H:30]([C:33]([CH3:35])=[CH2:34])[CH2:31][CH2:32][C@:20]2([C:36]([O:38][Si:61]([C:57]([CH3:60])([CH3:59])[CH3:58])([CH3:63])[CH3:62])=[O:37])[CH2:19][CH2:18]4)[CH2:15][CH2:14]3)=[CH:7][CH:6]=1)=[O:4].